Task: Predict the reaction yield, written as a fraction of the theoretical maximum amount of product (1.0 means a 100% yield; for example, 0.34 means a 34% yield).. Dataset: Reaction yield outcomes from USPTO patents with 853,638 reactions (1) The reactants are [CH2:1]([O:8][C@H:9]1[C:19]2([CH2:21][CH2:20]2)[C@H:18]2[C@@H:11]([O:12][Si:13]([CH:31]([CH3:33])[CH3:32])([CH:28]([CH3:30])[CH3:29])[O:14][Si:15]([CH:25]([CH3:27])[CH3:26])([CH:22]([CH3:24])[CH3:23])[O:16][CH2:17]2)[C@H:10]1O)[C:2]1[CH:7]=[CH:6][CH:5]=[CH:4][CH:3]=1.C(N(S(F)(F)[F:41])CC)C. The catalyst is C(Cl)Cl. The product is [CH2:1]([O:8][C@H:9]1[C:19]2([CH2:21][CH2:20]2)[C@H:18]2[C@@H:11]([O:12][Si:13]([CH:31]([CH3:33])[CH3:32])([CH:28]([CH3:30])[CH3:29])[O:14][Si:15]([CH:25]([CH3:27])[CH3:26])([CH:22]([CH3:24])[CH3:23])[O:16][CH2:17]2)[C@@H:10]1[F:41])[C:2]1[CH:7]=[CH:6][CH:5]=[CH:4][CH:3]=1. The yield is 0.490. (2) The reactants are OC1C=CC(C2C3C=C(N(C)C)C=CC=3S(=O)(=O)CCC2)=CC=1.[O:24]=[S:25](=[O:37])([CH3:36])[O:26][CH2:27][CH2:28][CH2:29][CH2:30]OS(=O)(C)=O.C(=O)([O-])[O-].[K+].[K+]. The catalyst is CC(C)=O. The product is [S:25]([O:26][CH2:27][CH2:28][CH2:29][CH3:30])(=[O:37])(=[O:24])[CH3:36]. The yield is 0.770. (3) The reactants are C(OC(=O)[N:7]([CH2:35][C:36]1[CH:41]=[CH:40][C:39]([Cl:42])=[CH:38][CH:37]=1)[C:8]1[S:9][C:10]([CH:14](O)[C:15]2[C:23]3[C:18](=[N:19][CH:20]=[CH:21][CH:22]=3)[N:17]([Si](C(C)C)(C(C)C)C(C)C)[CH:16]=2)=[C:11]([Cl:13])[N:12]=1)(C)(C)C.C([SiH](CC)CC)C.FC(F)(F)C(O)=O.O. The catalyst is C(#N)C. The product is [Cl:42][C:39]1[CH:40]=[CH:41][C:36]([CH2:35][NH:7][C:8]2[S:9][C:10]([CH2:14][C:15]3[C:23]4[C:18](=[N:19][CH:20]=[CH:21][CH:22]=4)[NH:17][CH:16]=3)=[C:11]([Cl:13])[N:12]=2)=[CH:37][CH:38]=1. The yield is 0.140. (4) The reactants are [C:1]([O:5][C:6](=[O:24])[NH:7][CH2:8][CH2:9][CH2:10][N:11]1[C:16]2[CH:17]=[CH:18][C:19]([CH3:21])=[CH:20][C:15]=2[C:14](=[O:22])[O:13][C:12]1=O)([CH3:4])([CH3:3])[CH3:2].[OH-].[Na+]. The catalyst is CO. The product is [CH3:12][O:13][C:14](=[O:22])[C:15]1[CH:20]=[C:19]([CH3:21])[CH:18]=[CH:17][C:16]=1[NH:11][CH2:10][CH2:9][CH2:8][NH:7][C:6]([O:5][C:1]([CH3:3])([CH3:2])[CH3:4])=[O:24]. The yield is 0.690. (5) The reactants are [CH3:1][N:2]([CH3:19])[CH2:3][CH2:4][N:5]([CH3:18])[C:6]1[C:14]2[C:9](=[CH:10][C:11]([C:15]([O-:17])=O)=[CH:12][CH:13]=2)[NH:8][N:7]=1.[Li+].C(Cl)CCl.C1C=CC2N(O)N=NC=2C=1.[F:35][C:36]([F:47])([F:46])[O:37][C:38]1[CH:45]=[CH:44][C:41]([CH2:42][NH2:43])=[CH:40][CH:39]=1. The catalyst is CN(C=O)C.C(OCC)(=O)C.CCN(CC)CC. The product is [F:35][C:36]([F:46])([F:47])[O:37][C:38]1[CH:45]=[CH:44][C:41]([CH2:42][NH:43][C:15]([C:11]2[CH:10]=[C:9]3[C:14]([C:6]([N:5]([CH2:4][CH2:3][N:2]([CH3:1])[CH3:19])[CH3:18])=[N:7][NH:8]3)=[CH:13][CH:12]=2)=[O:17])=[CH:40][CH:39]=1. The yield is 0.290. (6) The reactants are Cl.[F:2][C:3]1[CH:8]=[CH:7][C:6]([NH:9][NH2:10])=[C:5]([CH3:11])[CH:4]=1.C(N(CC)CC)C.C(O)(C(F)(F)F)=O.[F:26][C:27]([F:46])([CH3:45])[C:28](=O)[CH2:29][C:30]([C:32]1[CH:42]=[C:41]([CH3:43])[C:35]2[O:36][CH2:37][C:38](=[O:40])[NH:39][C:34]=2[CH:33]=1)=O. The catalyst is CC(O)C. The product is [F:26][C:27]([C:28]1[CH:29]=[C:30]([C:32]2[CH:42]=[C:41]([CH3:43])[C:35]3[O:36][CH2:37][C:38](=[O:40])[NH:39][C:34]=3[CH:33]=2)[N:9]([C:6]2[CH:7]=[CH:8][C:3]([F:2])=[CH:4][C:5]=2[CH3:11])[N:10]=1)([F:46])[CH3:45]. The yield is 0.730. (7) The reactants are [OH-].[Na+].[C:3]([C:6]1[N:7]2[C@H:18]([C:19]3[CH:24]=[CH:23][C:22]([Cl:25])=[CH:21][CH:20]=3)[C@@:17]([C:27]3[CH:32]=[CH:31][C:30]([Cl:33])=[CH:29][CH:28]=3)(C)[N:16]=[C:8]2[S:9][C:10]=1[C:11](OCC)=[O:12])(=[O:5])[CH3:4].Cl.Cl.[CH3:36][NH:37][CH3:38].Cl.[CH3:40]N(C)CCCN=C=NCC.ON1C2C=CC=CC=2N=N1.C(N(CC)CC)C.C(=O)(O)[O-].[Na+]. The catalyst is O.C(O)C. The product is [C:3]([C:6]1[N:16]2[C@H:17]([C:27]3[CH:32]=[CH:31][C:30]([Cl:33])=[CH:29][CH:28]=3)[C@@:18]([C:19]3[CH:20]=[CH:21][C:22]([Cl:25])=[CH:23][CH:24]=3)([CH3:40])[N:7]=[C:8]2[S:9][C:10]=1[C:11]([N:37]([CH3:38])[CH3:36])=[O:12])(=[O:5])[CH3:4]. The yield is 0.160. (8) The reactants are [CH2:1]([O:8][C:9]([NH:11][C@@H:12]([CH2:17][O:18][CH2:19][C@H:20]([O:29][CH2:30][C:31]([CH3:33])=[CH2:32])[C@@H:21]([O:24][CH2:25][C:26]([CH3:28])=[CH2:27])[CH2:22][OH:23])[C:13]([O:15][CH3:16])=[O:14])=[O:10])[C:2]1[CH:7]=[CH:6][CH:5]=[CH:4][CH:3]=1. The catalyst is C(Cl)Cl.CS(C)=O. The product is [CH2:1]([O:8][C:9]([NH:11][C@@H:12]([CH2:17][O:18][CH2:19][C@H:20]([O:29][CH2:30][C:31]([CH3:33])=[CH2:32])[C@@H:21]([O:24][CH2:25][C:26]([CH3:28])=[CH2:27])[CH:22]=[O:23])[C:13]([O:15][CH3:16])=[O:14])=[O:10])[C:2]1[CH:7]=[CH:6][CH:5]=[CH:4][CH:3]=1. The yield is 0.830. (9) The reactants are [CH3:1][CH:2]([NH2:6])[CH:3]([NH2:5])[CH3:4].CC1C(Br)=C(O)C(Br)=CC=1C1(C2C=C(Br)C(O)=C(Br)C=2C)OS(=O)(=O)C2C=CC=CC1=2.CS(O)(=O)=O.[CH:43]1[CH:48]=[CH:47][C:46]([CH2:49][O:50][C:51](Cl)=[O:52])=[CH:45][CH:44]=1. The catalyst is O.C(O)C.COCCOC.C(O[K])(C)=O. The product is [NH2:5][CH:3]([CH3:4])[CH:2]([NH:6][C:51](=[O:52])[O:50][CH2:49][C:46]1[CH:47]=[CH:48][CH:43]=[CH:44][CH:45]=1)[CH3:1]. The yield is 0.350.